From a dataset of Full USPTO retrosynthesis dataset with 1.9M reactions from patents (1976-2016). Predict the reactants needed to synthesize the given product. (1) Given the product [Cl:29][C:20]1[C:19]2[C:24](=[CH:25][C:16]([N:10]3[CH2:15][CH2:14][O:13][CH2:12][CH2:11]3)=[CH:17][CH:18]=2)[N:23]=[CH:22][N:21]=1, predict the reactants needed to synthesize it. The reactants are: C(N(C(C)C)C(C)C)C.[N:10]1([C:16]2[CH:25]=[C:24]3[C:19]([C:20](=O)[NH:21][CH:22]=[N:23]3)=[CH:18][CH:17]=2)[CH2:15][CH2:14][O:13][CH2:12][CH2:11]1.P(Cl)(Cl)([Cl:29])=O. (2) Given the product [CH3:13][O:14][C:15]1[CH:23]=[CH:22][C:18]([CH2:19][CH2:20][NH:21][CH2:2][CH:3]2[CH2:12][CH2:11][C:10]3[C:5](=[CH:6][CH:7]=[CH:8][CH:9]=3)[CH2:4]2)=[CH:17][CH:16]=1, predict the reactants needed to synthesize it. The reactants are: Br[CH2:2][CH:3]1[CH2:12][CH2:11][C:10]2[C:5](=[CH:6][CH:7]=[CH:8][CH:9]=2)[CH2:4]1.[CH3:13][O:14][C:15]1[CH:23]=[CH:22][C:18]([CH2:19][CH2:20][NH2:21])=[CH:17][CH:16]=1. (3) Given the product [Cl:16][C:17]1[CH:22]=[CH:21][CH:20]=[CH:19][C:18]=1[C:2]1[C:3]([OH:15])=[C:4]([C:12]([OH:14])=[O:13])[C:5]2[N:6]=[CH:7][CH:8]=[N:9][C:10]=2[CH:11]=1, predict the reactants needed to synthesize it. The reactants are: Br[C:2]1[C:3]([OH:15])=[C:4]([C:12]([OH:14])=[O:13])[C:5]2[N:6]=[CH:7][CH:8]=[N:9][C:10]=2[CH:11]=1.[Cl:16][C:17]1[CH:22]=[CH:21][CH:20]=[CH:19][C:18]=1B(O)O.C(=O)([O-])[O-].[K+].[K+].Cl. (4) Given the product [Br:2][C:3]1[CH:4]=[CH:5][C:6]([O:7][CH2:8][CH:9]2[CH2:10][CH2:11][N:12]([C:46]([C:42]3([C:41]([F:50])([F:49])[F:40])[CH2:45][CH2:44][CH2:43]3)=[O:47])[CH2:13][CH2:14]2)=[CH:15][CH:16]=1, predict the reactants needed to synthesize it. The reactants are: Cl.[Br:2][C:3]1[CH:16]=[CH:15][C:6]([O:7][CH2:8][CH:9]2[CH2:14][CH2:13][NH:12][CH2:11][CH2:10]2)=[CH:5][CH:4]=1.C(Cl)CCl.C1C=CC2N(O)N=NC=2C=1.CCN(C(C)C)C(C)C.[F:40][C:41]([F:50])([F:49])[C:42]1([C:46](O)=[O:47])[CH2:45][CH2:44][CH2:43]1.C([O-])(O)=O.[Na+]. (5) The reactants are: [CH:1]1([N:4]([CH3:17])[C:5]2[CH:10]=[CH:9][CH:8]=[C:7]([C:11]#[C:12][Si](C)(C)C)[CH:6]=2)[CH2:3][CH2:2]1.C(=O)([O-])[O-].[K+].[K+]. Given the product [CH:1]1([N:4]([C:5]2[CH:10]=[CH:9][CH:8]=[C:7]([C:11]#[CH:12])[CH:6]=2)[CH3:17])[CH2:2][CH2:3]1, predict the reactants needed to synthesize it. (6) Given the product [NH2:13][C:4]1[CH:3]=[C:2]([F:1])[C:11]([F:12])=[CH:10][C:5]=1[C:6]([O:8][CH3:9])=[O:7], predict the reactants needed to synthesize it. The reactants are: [F:1][C:2]1[C:11]([F:12])=[CH:10][C:5]([C:6]([O:8][CH3:9])=[O:7])=[C:4]([N+:13]([O-])=O)[CH:3]=1. (7) Given the product [ClH:8].[Cl:8][C:9]1[CH:30]=[CH:29][C:12]([CH2:13][C:14]2([O:27][CH3:28])[CH2:15][CH2:16][NH:17][CH2:18][CH2:19]2)=[C:11]([O:31][CH3:32])[CH:10]=1, predict the reactants needed to synthesize it. The reactants are: Cl.O1CCOCC1.[Cl:8][C:9]1[CH:30]=[CH:29][C:12]([CH2:13][C:14]2([O:27][CH3:28])[CH2:19][CH2:18][N:17](C(OC(C)(C)C)=O)[CH2:16][CH2:15]2)=[C:11]([O:31][CH3:32])[CH:10]=1.